This data is from Reaction yield outcomes from USPTO patents with 853,638 reactions. The task is: Predict the reaction yield, written as a fraction of the theoretical maximum amount of product (1.0 means a 100% yield; for example, 0.34 means a 34% yield). (1) The reactants are Br[C:2]1[N:7]=[N:6][C:5]([NH2:8])=[N:4][C:3]=1[C:9]1[CH:14]=[CH:13][CH:12]=[CH:11][CH:10]=1.[Cl:15][C:16]1[CH:21]=[CH:20][C:19](B(O)O)=[CH:18][CH:17]=1. No catalyst specified. The product is [Cl:15][C:16]1[CH:21]=[CH:20][C:19]([C:2]2[N:7]=[N:6][C:5]([NH2:8])=[N:4][C:3]=2[C:9]2[CH:14]=[CH:13][CH:12]=[CH:11][CH:10]=2)=[CH:18][CH:17]=1. The yield is 0.560. (2) The product is [CH3:1][O:2][C:3]1[CH:29]=[C:28]([O:30][CH3:31])[CH:27]=[CH:26][C:4]=1[CH2:5][N:6]1[C@H:7]([CH2:22][CH:23]=[O:24])[C@H:8]([N:11]([CH2:40][C:39]2[CH:42]=[CH:43][C:36]([O:35][CH3:34])=[CH:37][CH:38]=2)[C:12](=[O:21])[O:13][CH2:14][C:15]2[CH:20]=[CH:19][CH:18]=[CH:17][CH:16]=2)[C:9]1=[O:10]. The yield is 0.380. The catalyst is CN(C=O)C. The reactants are [CH3:1][O:2][C:3]1[CH:29]=[C:28]([O:30][CH3:31])[CH:27]=[CH:26][C:4]=1[CH2:5][N:6]1[C:9](=[O:10])[C@@H:8]([NH:11][C:12](=[O:21])[O:13][CH2:14][C:15]2[CH:20]=[CH:19][CH:18]=[CH:17][CH:16]=2)[C@H:7]1/[CH:22]=[CH:23]/[O:24]C.[H-].[Na+].[CH3:34][O:35][C:36]1[CH:43]=[CH:42][C:39]([CH2:40]Cl)=[CH:38][CH:37]=1. (3) The reactants are [C:1]([C:5]1[CH:10]=[CH:9][C:8]([C:11]2[N:15]([CH3:16])[N:14]=[C:13]([C:17](=[N:19][NH:20][C:21]([C:23]3[S:27][C:26]([C:28]([O:30]C)=[O:29])=[CH:25][CH:24]=3)=[O:22])[CH3:18])[C:12]=2[OH:32])=[CH:7][CH:6]=1)([CH3:4])([CH3:3])[CH3:2].[OH-].[Na+].Cl. The catalyst is CO. The product is [C:1]([C:5]1[CH:10]=[CH:9][C:8]([C:11]2[N:15]([CH3:16])[N:14]=[C:13]([C:17](=[N:19][NH:20][C:21]([C:23]3[S:27][C:26]([C:28]([OH:30])=[O:29])=[CH:25][CH:24]=3)=[O:22])[CH3:18])[C:12]=2[OH:32])=[CH:7][CH:6]=1)([CH3:2])([CH3:3])[CH3:4]. The yield is 0.400. (4) The yield is 0.0500. The catalyst is CN(C)C=O.C(O)C.O1CCCC1.C(N(CC)CC)C. The reactants are [CH:1]1([CH:7]([NH:15][C:16]2[CH:24]=[CH:23][C:19]([C:20]([OH:22])=O)=[CH:18][CH:17]=2)[C:8]2[CH:12]=[C:11]([CH3:13])[S:10][C:9]=2[CH3:14])[CH2:6][CH2:5][CH2:4][CH2:3][CH2:2]1.[CH3:25][NH:26][CH2:27][CH2:28][C:29]([O:31]CC)=[O:30].O.ON1C2C=CC=CC=2N=N1.Cl.C(N=C=NCCCN(C)C)C.Cl.[OH-].[Na+]. The product is [CH:1]1([CH:7]([NH:15][C:16]2[CH:17]=[CH:18][C:19]([C:20]([N:26]([CH3:25])[CH2:27][CH2:28][C:29]([OH:31])=[O:30])=[O:22])=[CH:23][CH:24]=2)[C:8]2[CH:12]=[C:11]([CH3:13])[S:10][C:9]=2[CH3:14])[CH2:6][CH2:5][CH2:4][CH2:3][CH2:2]1. (5) The reactants are [F:1][C:2]1[CH:3]=[C:4]2[C:13](=[CH:14][CH:15]=1)[C:12]1[CH:11]=[CH:10][CH:9]=[CH:8][C:7]=1[N:6]([S:16]([C:19]1[CH:24]=[CH:23][C:22]([OH:25])=[CH:21][CH:20]=1)(=[O:18])=[O:17])[C@H:5]2[CH3:26].[S:27](Cl)(=[O:30])(=[O:29])[NH2:28].O. The catalyst is CC(N(C)C)=O. The product is [S:27](=[O:30])(=[O:29])([O:25][C:22]1[CH:21]=[CH:20][C:19]([S:16]([N:6]2[C@@H:5]([CH3:26])[C:4]3[C:13](=[CH:14][CH:15]=[C:2]([F:1])[CH:3]=3)[C:12]3[CH:11]=[CH:10][CH:9]=[CH:8][C:7]2=3)(=[O:18])=[O:17])=[CH:24][CH:23]=1)[NH2:28]. The yield is 0.870. (6) The reactants are [NH4+:1].[Cl-].C[Al](C)C.[Al].[F:8][C:9]([F:36])([F:35])[C:10]1[CH:11]=[C:12]([CH:32]=[CH:33][CH:34]=1)[CH2:13][CH:14]1[S:18][C:17](=[N:19][C:20]2[CH:30]=[CH:29][C:23]([C:24](OCC)=[O:25])=[CH:22][CH:21]=2)[NH:16][C:15]1=[O:31]. The catalyst is C1C=CC=CC=1.CCCCCC.O.C(Cl)Cl. The product is [F:35][C:9]([F:36])([F:8])[C:10]1[CH:11]=[C:12]([CH:32]=[CH:33][CH:34]=1)[CH2:13][CH:14]1[S:18][C:17](=[N:19][C:20]2[CH:30]=[CH:29][C:23]([C:24]([NH2:1])=[O:25])=[CH:22][CH:21]=2)[NH:16][C:15]1=[O:31]. The yield is 0.140. (7) The reactants are [F:1][C:2]1[CH:3]=[CH:4][C:5]([NH:8][NH:9][C:10]([C@@H:12]2[CH2:16][C@@H:15]([F:17])[CH2:14][N:13]2[CH3:18])=O)=[N:6][CH:7]=1.C1C=CC(P(C2C=CC=CC=2)C2C=CC=CC=2)=CC=1.CCN(CC)CC.ClC(Cl)(Cl)C(Cl)(Cl)Cl. The yield is 0.630. The product is [F:1][C:2]1[CH:3]=[CH:4][C:5]2[N:6]([C:10]([C@@H:12]3[CH2:16][C@@H:15]([F:17])[CH2:14][N:13]3[CH3:18])=[N:9][N:8]=2)[CH:7]=1. The catalyst is C1COCC1.O. (8) The reactants are Cl.[CH3:2][S:3]([C:6]1([C:12]([O:14][CH2:15][CH3:16])=[O:13])[CH2:11][CH2:10][NH:9][CH2:8][CH2:7]1)(=[O:5])=[O:4].CCN(C(C)C)C(C)C.[Br:26][C:27]1[CH:28]=[N:29][C:30](Cl)=[N:31][CH:32]=1.CCCCCC. The catalyst is CCO. The product is [Br:26][C:27]1[CH:28]=[N:29][C:30]([N:9]2[CH2:10][CH2:11][C:6]([S:3]([CH3:2])(=[O:5])=[O:4])([C:12]([O:14][CH2:15][CH3:16])=[O:13])[CH2:7][CH2:8]2)=[N:31][CH:32]=1. The yield is 0.450.